From a dataset of HIV replication inhibition screening data with 41,000+ compounds from the AIDS Antiviral Screen. Binary Classification. Given a drug SMILES string, predict its activity (active/inactive) in a high-throughput screening assay against a specified biological target. The molecule is S=C1NCCO1. The result is 0 (inactive).